From a dataset of Plasma protein binding rate (PPBR) regression data from AstraZeneca. Regression/Classification. Given a drug SMILES string, predict its absorption, distribution, metabolism, or excretion properties. Task type varies by dataset: regression for continuous measurements (e.g., permeability, clearance, half-life) or binary classification for categorical outcomes (e.g., BBB penetration, CYP inhibition). For this dataset (ppbr_az), we predict Y. The compound is O=c1cc(N2CCOCC2)nc2n(Cc3cccc(Cl)c3)ccn12. The Y is 89.9 %.